Dataset: Forward reaction prediction with 1.9M reactions from USPTO patents (1976-2016). Task: Predict the product of the given reaction. (1) Given the reactants S(=O)(=O)(O)[OH:2].[Cl:6][C:7]1[C:15]([CH2:16][C:17]#N)=[CH:14][CH:13]=[CH:12][C:8]=1[C:9]([OH:11])=[O:10].[OH2:19], predict the reaction product. The product is: [C:17]([CH2:16][C:15]1[C:7]([Cl:6])=[C:8]([CH:12]=[CH:13][CH:14]=1)[C:9]([OH:11])=[O:10])([OH:2])=[O:19]. (2) Given the reactants [CH3:1][O:2][C:3]1[CH:28]=[C:27]([CH2:29][O:30][C:31]2[C:35](/[CH:36]=[CH:37]/[C:38]3[N:39]=[C:40]([N:44]4[CH2:49][CH2:48][O:47][CH2:46][CH2:45]4)[S:41][C:42]=3[CH3:43])=[CH:34][N:33]([C:50]3[CH:55]=[CH:54][CH:53]=[CH:52][CH:51]=3)[N:32]=2)[CH:26]=[CH:25][C:4]=1[O:5][CH2:6][C:7]1[N:8]=[C:9]([C:13]2[CH:18]=[CH:17][C:16]([CH2:19][C:20]([O:22]CC)=[O:21])=[CH:15][CH:14]=2)[O:10][C:11]=1[CH3:12].O1CCCC1.[OH-].[Na+].Cl, predict the reaction product. The product is: [CH3:1][O:2][C:3]1[CH:28]=[C:27]([CH2:29][O:30][C:31]2[C:35](/[CH:36]=[CH:37]/[C:38]3[N:39]=[C:40]([N:44]4[CH2:49][CH2:48][O:47][CH2:46][CH2:45]4)[S:41][C:42]=3[CH3:43])=[CH:34][N:33]([C:50]3[CH:51]=[CH:52][CH:53]=[CH:54][CH:55]=3)[N:32]=2)[CH:26]=[CH:25][C:4]=1[O:5][CH2:6][C:7]1[N:8]=[C:9]([C:13]2[CH:18]=[CH:17][C:16]([CH2:19][C:20]([OH:22])=[O:21])=[CH:15][CH:14]=2)[O:10][C:11]=1[CH3:12]. (3) Given the reactants [F:1][C:2]([F:45])([F:44])[C:3]1[CH:4]=[C:5]([CH:37]=[C:38]([C:40]([F:43])([F:42])[F:41])[CH:39]=1)[CH2:6][N:7]([CH2:23][C:24]1[CH:29]=[C:28]([C:30]([F:33])([F:32])[F:31])[CH:27]=[CH:26][C:25]=1[N:34]([CH3:36])[CH3:35])[C:8]1[N:13]=[CH:12][C:11]([O:14][CH2:15][CH2:16][CH2:17][C:18]([O:20]CC)=[O:19])=[CH:10][N:9]=1.[OH-].[Na+].C(OCC)(=O)C, predict the reaction product. The product is: [F:45][C:2]([F:1])([F:44])[C:3]1[CH:4]=[C:5]([CH:37]=[C:38]([C:40]([F:41])([F:42])[F:43])[CH:39]=1)[CH2:6][N:7]([CH2:23][C:24]1[CH:29]=[C:28]([C:30]([F:33])([F:32])[F:31])[CH:27]=[CH:26][C:25]=1[N:34]([CH3:35])[CH3:36])[C:8]1[N:9]=[CH:10][C:11]([O:14][CH2:15][CH2:16][CH2:17][C:18]([OH:20])=[O:19])=[CH:12][N:13]=1. (4) Given the reactants [Br:1][C:2]1[CH:18]=[CH:17][C:5]([C:6]([NH:8][CH2:9][C:10]2[CH:15]=[CH:14][CH:13]=[CH:12][C:11]=2[F:16])=[O:7])=[CH:4][C:3]=1[O:19][CH3:20].[CH3:21][C:22]1([CH3:25])[CH2:24][O:23]1.C([O-])([O-])=O.[Cs+].[Cs+], predict the reaction product. The product is: [Br:1][C:2]1[CH:18]=[CH:17][C:5]([C:6]([N:8]([CH2:9][C:10]2[CH:15]=[CH:14][CH:13]=[CH:12][C:11]=2[F:16])[CH2:21][C:22]([OH:23])([CH3:25])[CH3:24])=[O:7])=[CH:4][C:3]=1[O:19][CH3:20]. (5) Given the reactants [C:1](/[CH:3]=[CH:4]/[S:5]([C:8]1[CH:13]=[CH:12][C:11]([C:14]2([C:18]([OH:20])=O)[CH2:17][CH2:16][CH2:15]2)=[CH:10][CH:9]=1)(=[O:7])=[O:6])#[N:2].O[N:22]1[C:26]2[CH:27]=[CH:28][CH:29]=[CH:30][C:25]=2N=N1.Cl.CN(C)CCCN=C=NCC.C1(N)CCCCC1, predict the reaction product. The product is: [CH:26]1([NH:22][C:18]([C:14]2([C:11]3[CH:10]=[CH:9][C:8]([S:5](/[CH:4]=[CH:3]/[C:1]#[N:2])(=[O:6])=[O:7])=[CH:13][CH:12]=3)[CH2:15][CH2:16][CH2:17]2)=[O:20])[CH2:27][CH2:28][CH2:29][CH2:30][CH2:25]1. (6) The product is: [CH3:68][O:67][C:65](=[O:66])[C@@H:64]([NH:69][C:18]([C:11]1[S:10][C:9]([NH:8][C:6]([O:5][C:1]([CH3:2])([CH3:3])[CH3:4])=[O:7])=[N:13][C:12]=1[C:14]([F:15])([F:16])[F:17])=[O:20])[CH2:63][NH:62][C:60]([O:59][C:56]([CH3:55])([CH3:58])[CH3:57])=[O:61]. Given the reactants [C:1]([O:5][C:6]([NH:8][C:9]1[S:10][C:11]([C:18]([OH:20])=O)=[C:12]([C:14]([F:17])([F:16])[F:15])[N:13]=1)=[O:7])([CH3:4])([CH3:3])[CH3:2].CN(C(ON1N=NC2C=CC=CC1=2)=[N+](C)C)C.F[P-](F)(F)(F)(F)F.C1C=CC2N(O)N=NC=2C=1.[CH3:55][C:56]([O:59][C:60]([NH:62][CH2:63][C@H:64]([NH2:69])[C:65]([O:67][CH3:68])=[O:66])=[O:61])([CH3:58])[CH3:57].Cl.C(N(CC)CC)C, predict the reaction product. (7) Given the reactants [CH3:1][O:2][CH2:3][C@H:4]([CH3:46])[O:5][C:6]1[CH:7]=[C:8]([CH:20]=[C:21]([C:23]2[NH:24][C:25]([C:28]3[O:29][C@@H:30]([CH3:45])[C@@H:31]([CH2:33][O:34][Si](C(C)C)(C(C)C)C(C)C)[N:32]=3)=[CH:26][CH:27]=2)[CH:22]=1)[O:9][C:10]1[CH:11]=[CH:12][C:13]([S:16]([CH3:19])(=[O:18])=[O:17])=[N:14][CH:15]=1.[F-].C([N+](CCCC)(CCCC)CCCC)CCC.O, predict the reaction product. The product is: [CH3:1][O:2][CH2:3][C@H:4]([CH3:46])[O:5][C:6]1[CH:22]=[C:21]([C:23]2[NH:24][C:25]([C:28]3[O:29][C@@H:30]([CH3:45])[C@@H:31]([CH2:33][OH:34])[N:32]=3)=[CH:26][CH:27]=2)[CH:20]=[C:8]([O:9][C:10]2[CH:15]=[N:14][C:13]([S:16]([CH3:19])(=[O:17])=[O:18])=[CH:12][CH:11]=2)[CH:7]=1. (8) Given the reactants Br[CH2:2][C:3]1[C:24]([C:25]([F:28])([F:27])[F:26])=[CH:23][C:6]([C:7]([NH:9][CH2:10][C:11]2[CH:16]=[C:15]([Cl:17])[CH:14]=[CH:13][C:12]=2[S:18]([CH2:21][CH3:22])(=[O:20])=[O:19])=[O:8])=[CH:5][C:4]=1[Cl:29].[CH2:30]1[C:33]2([CH2:38][N:37]([C:39]([O:41][C:42]([CH3:45])([CH3:44])[CH3:43])=[O:40])[CH2:36][CH2:35][O:34]2)[CH2:32][NH:31]1.CCN(C(C)C)C(C)C.C(=O)([O-])[O-].[K+].[K+], predict the reaction product. The product is: [Cl:29][C:4]1[CH:5]=[C:6]([C:7](=[O:8])[NH:9][CH2:10][C:11]2[CH:16]=[C:15]([Cl:17])[CH:14]=[CH:13][C:12]=2[S:18]([CH2:21][CH3:22])(=[O:19])=[O:20])[CH:23]=[C:24]([C:25]([F:26])([F:27])[F:28])[C:3]=1[CH2:2][N:31]1[CH2:30][C:33]2([CH2:38][N:37]([C:39]([O:41][C:42]([CH3:45])([CH3:44])[CH3:43])=[O:40])[CH2:36][CH2:35][O:34]2)[CH2:32]1. (9) Given the reactants Br[C:2]1[S:3][C:4]([CH3:7])=[CH:5][N:6]=1.C([Li])CCC.Cl[C:14]1[CH:19]=[C:18]([F:20])[CH:17]=[CH:16][N:15]=1.CCOC(C)=O, predict the reaction product. The product is: [F:20][C:18]1[CH:17]=[CH:16][N:15]=[C:14]([C:2]2[S:3][C:4]([CH3:7])=[CH:5][N:6]=2)[CH:19]=1.